From a dataset of Experimentally validated miRNA-target interactions with 360,000+ pairs, plus equal number of negative samples. Binary Classification. Given a miRNA mature sequence and a target amino acid sequence, predict their likelihood of interaction. (1) The miRNA is hsa-miR-612 with sequence GCUGGGCAGGGCUUCUGAGCUCCUU. The protein sequence of the target gene is MERVNDASCGPSGCYTYQVSRHSTEMLHNLNQQRKNGGRFCDVLLRVGDESFPAHRAVLAACSEYFESVFSAQLGDGGAADGGPADVGGATAAPGGGAGGSRELEMHTISSKVFGDILDFAYTSRIVVRLESFPELMTAAKFLLMRSVIEICQEVIKQSNVQILVPPARADIMLFRPPGTSDLGFPLDMTNGAALAANSNGIAGSMQPEEEAARAAGAAIAGQASLPVLPGVDRLPMVAGPLSPQLLTSPFPSVASSAPPLTGKRGRGRPRKANLLDSMFGSPGGLREAGILPCGLCGKV.... Result: 1 (interaction). (2) The miRNA is hsa-miR-129-2-3p with sequence AAGCCCUUACCCCAAAAAGCAU. The protein sequence of the target gene is MLAGLKVKKQELANSSDVTLPDRPLSPPLTAPPTMKSAEFFEMLEKMQGIKLEEQRPGPQKNKDDYIPYPSIDEVVEKGGPYPLIILPQFGGYWIEDPENVGTPTSLGSSVYEEEEEDSLSPNTFGYKLECRGEARAYRRHFLGKDHLNFYCTGSSLGNLILSIKCEEAEGMEYLRIILRSKLKTVHERIPLAGLSKLPSVPQIAKAFCDDAVGLKFNPVLYPKASQMIVSYDEHDVNNTFKFGVIYQKARQTLEEELFGNNEESPAFKEFLDLLGDTITLQDFKGFRGGLDVTHGQTGV.... Result: 0 (no interaction). (3) The miRNA is hsa-miR-6506-3p with sequence UCGUAUCAGAGAUUCCAGACAC. The protein sequence of the target gene is MGNTLTCCVSPNASPKLGRRAGSAELYCASDIYEAVSGDAVAVAPAVVEPAELDFGEGEGHHLQHISDREMPEDLALESNPSDHPRASTIFLSKSQTDVREKRKSNHLNHVSPGQLTKKYSSCSTIFLDDSTVSQPNLRTTVKCVTLAIYYHIKNRDANRSLDIFDERSHPLTREKVPEEYFKHDPEHKFIYRFVRTLFSAAQLTAECAIVTLVYLERLLTYAEIDICPTNWKRIVLGAILLASKVWDDQAVWNVDYCQILKDITVEDMNEMERHFLELLQFNINVPASVYAKYYFDLRS.... Result: 0 (no interaction). (4) The miRNA is hsa-miR-3156-3p with sequence CUCCCACUUCCAGAUCUUUCU. The protein sequence of the target gene is MTSSKIEMPGEVKADPAALMASLHLLPSPTPNLEIKYTKIFINNEWQNSESGRVFPVYNPATGEQVCEVQEADKADIDKAVQAARLAFSLGSVWRRMDASERGRLLDKLADLVERDRAVLATMESLNGGKPFLQAFYVDLQGVIKTFRYYAGWADKIHGMTIPVDGDYFTFTRHEPIGVCGQIIPWNFPLLMFAWKIAPALCCGNTVVIKPAEQTPLSALYMGALIKEAGFPPGVINILPGYGPTAGAAIASHIGIDKIAFTGSTEVGKLIQEAAGRSNLKRVTLELGGKSPNIIFADAD.... Result: 1 (interaction). (5) The miRNA is hsa-miR-6780b-5p with sequence UGGGGAAGGCUUGGCAGGGAAGA. The protein sequence of the target gene is MAPPSAPLPAQGPGKARPSRKRGRRPRALKFVDVAVYFSPEEWGCLRPAQRALYRDVMRETYGHLGALGCAGPKPALISWLERNTDDWEPAALDPQEYPRGLTVQRKSRTRKKNGEKEVFPPKEAPRKGKRGRRPSKPRLIPRQTSGGPICPDCGCTFPDHQALESHKCAQNLKKPYPCPDCGRRFSYPSLLVSHRRAHSGECPYVCDQCGKRFSQRKNLSQHQVIHTGEKPYHCPDCGRCFRRSRSLANHRTTHTGEKPHQCPSCGRRFAYPSLLAIHQRTHTGEKPYTCLECNRRFRQ.... Result: 1 (interaction). (6) The miRNA is hsa-miR-431-3p with sequence CAGGUCGUCUUGCAGGGCUUCU. The protein sequence of the target gene is MEQVNELKEKGNKALSVGNIDDALQCYSEAIKLDPHNHVLYSNRSAAYAKKGDYQKAYEDGCKTVDLKPDWGKGYSRKAAALEFLNRFEEAKRTYEEGLKHEANNPQLKEGLQNMEARLAERKFMNPFNMPNLYQKLESDPRTRTLLSDPTYRELIEQLRNKPSDLGTKLQDPRIMTTLSVLLGVDLGSMDEEEEIATPPPPPPPKKETKPEPMEEDLPENKKQALKEKELGNDAYKKKDFDTALKHYDKAKELDPTNMTYITNQAAVYFEKGDYNKCRELCEKAIEVGRENREDYRQIA.... Result: 0 (no interaction). (7) The miRNA is hsa-miR-4776-3p with sequence CUUGCCAUCCUGGUCCACUGCAU. The protein sequence of the target gene is MATQAYTELQAAPPPSQPPQAPPQAQPQPPPPPPPAAPQPPQPPTAAATPQPQYVTELQSPQPQAQPPGGQKQYVTELPAVPAPSQPTGAPTPSPAPQQYIVVTVSEGAMRASETVSEASPGSTASQTGVPTQVVQQVQGTQQRLLVQTSVQAKPGHVSPLQLTNIQVPQQALPTQRLVVQSAAPGSKGGQVSLTVHGTQQVHSPPEQSPVQANSSSSKTAGAPTGTVPQQLQVHGVQQSVPVTQERSVVQATPQAPKPGPVQPLTVQGLQPVHVAQEVQQLQQVPVPHVYSSQVQYVEG.... Result: 1 (interaction).